From a dataset of Full USPTO retrosynthesis dataset with 1.9M reactions from patents (1976-2016). Predict the reactants needed to synthesize the given product. (1) Given the product [F:28][C:29]([F:33])([F:32])[CH2:30][O:31][C:4]1[N:5]([C:16]2[CH:21]=[CH:20][C:19]([O:22][CH2:23][C:24]([F:27])([F:26])[F:25])=[CH:18][CH:17]=2)[C:6](=[O:15])[C:7]2[CH:13]=[CH:12][C:11](=[O:14])[NH:10][C:8]=2[N:9]=1, predict the reactants needed to synthesize it. The reactants are: CS([C:4]1[N:5]([C:16]2[CH:21]=[CH:20][C:19]([O:22][CH2:23][C:24]([F:27])([F:26])[F:25])=[CH:18][CH:17]=2)[C:6](=[O:15])[C:7]2[CH:13]=[CH:12][C:11](=[O:14])[NH:10][C:8]=2[N:9]=1)=O.[F:28][C:29]([F:33])([F:32])[CH2:30][OH:31].[H-].[Na+].Cl. (2) The reactants are: Br[C:2]1[CH:3]=[C:4]([CH:11]=[C:12]([F:14])[CH:13]=1)[O:5][CH2:6][CH:7]([CH3:10])[CH2:8][OH:9].[CH3:15][C:16]1([CH3:32])[C:20]([CH3:22])([CH3:21])[O:19][B:18]([B:18]2[O:19][C:20]([CH3:22])([CH3:21])[C:16]([CH3:32])([CH3:15])[O:17]2)[O:17]1.C([O-])(=O)C.[K+]. Given the product [F:14][C:12]1[CH:11]=[C:4]([CH:3]=[C:2]([B:18]2[O:19][C:20]([CH3:22])([CH3:21])[C:16]([CH3:32])([CH3:15])[O:17]2)[CH:13]=1)[O:5][CH2:6][CH:7]([CH3:10])[CH2:8][OH:9], predict the reactants needed to synthesize it.